From a dataset of Retrosynthesis with 50K atom-mapped reactions and 10 reaction types from USPTO. Predict the reactants needed to synthesize the given product. (1) Given the product COc1ccc(-c2ccc(C#N)cc2)cc1C(C)O, predict the reactants needed to synthesize it. The reactants are: COc1ccc(-c2ccc(C#N)cc2)cc1C=O.C[Mg+]. (2) Given the product CC(C)(C)C(O)C(CCCn1ccc2cccc(Cl)c21)n1cncn1, predict the reactants needed to synthesize it. The reactants are: CC(C)(C)C(=O)C(CCCn1ccc2cccc(Cl)c21)n1cncn1. (3) Given the product Cn1cnc(-c2ccc(Cn3cc(C(=O)N[C@H]4CCCC[C@@H]4O)c4ncccc43)cc2)c1, predict the reactants needed to synthesize it. The reactants are: CCCC[Sn](CCCC)(CCCC)c1cn(C)cn1.O=C(N[C@H]1CCCC[C@@H]1O)c1cn(Cc2ccc(Br)cc2)c2cccnc12. (4) Given the product C=C(CO)C[C@]1(C(=O)OC(C)(C)C)CC(=O)N([C@H](C)c2ccccc2)C1, predict the reactants needed to synthesize it. The reactants are: C=C(C=O)C[C@]1(C(=O)OC(C)(C)C)CC(=O)N([C@H](C)c2ccccc2)C1. (5) Given the product O=C(Nc1ccc(Br)c2ccccc12)c1cc(F)cc(N2CCOCC2)c1, predict the reactants needed to synthesize it. The reactants are: Nc1ccc(Br)c2ccccc12.O=C(O)c1cc(F)cc(N2CCOCC2)c1.